This data is from Full USPTO retrosynthesis dataset with 1.9M reactions from patents (1976-2016). The task is: Predict the reactants needed to synthesize the given product. (1) Given the product [CH2:14]([O:13][C:12]1[C:11](=[O:21])[N:10]=[C:9]([CH2:22][C:23]2[CH:28]=[CH:27][CH:26]=[CH:25][C:24]=2[Br:29])[N:8]2[CH2:2][CH2:3][N:4]([CH:30]([CH3:32])[CH3:31])[C:5](=[O:6])[C:7]=12)[C:15]1[CH:16]=[CH:17][CH:18]=[CH:19][CH:20]=1, predict the reactants needed to synthesize it. The reactants are: O[CH2:2][CH2:3][N:4]([CH:30]([CH3:32])[CH3:31])[C:5]([C:7]1[NH:8][C:9]([CH2:22][C:23]2[CH:28]=[CH:27][CH:26]=[CH:25][C:24]=2[Br:29])=[N:10][C:11](=[O:21])[C:12]=1[O:13][CH2:14][C:15]1[CH:20]=[CH:19][CH:18]=[CH:17][CH:16]=1)=[O:6].C1C=CC(P(C2C=CC=CC=2)C2C=CC=CC=2)=CC=1.N(C(OC(C)C)=O)=NC(OC(C)C)=O. (2) Given the product [CH3:30][O:29][C:27](=[O:28])[CH:26]=[CH:25][C:11]1[CH:12]=[CH:13][C:14]([O:17][CH2:18][C:19]2[CH:24]=[CH:23][CH:22]=[CH:21][CH:20]=2)=[C:15]2[C:10]=1[CH2:9][NH:8][CH2:16]2, predict the reactants needed to synthesize it. The reactants are: C(OC([N:8]1[CH2:16][C:15]2[C:10](=[C:11]([CH:25]=[CH:26][C:27]([O:29][CH3:30])=[O:28])[CH:12]=[CH:13][C:14]=2[O:17][CH2:18][C:19]2[CH:24]=[CH:23][CH:22]=[CH:21][CH:20]=2)[CH2:9]1)=O)(C)(C)C.FC(F)(F)C(O)=O.